Task: Predict the product of the given reaction.. Dataset: Forward reaction prediction with 1.9M reactions from USPTO patents (1976-2016) (1) Given the reactants [C:1]([CH:6]1[CH2:11][CH2:10][CH2:9][CH2:8][C:7]1=O)(=O)[CH:2]([CH3:4])[CH3:3].[C:13]([CH2:15][C:16]([NH2:18])=[O:17])#[N:14].N1CCCCC1, predict the reaction product. The product is: [CH:2]([C:1]1[NH:18][C:16](=[O:17])[C:15]([C:13]#[N:14])=[C:7]2[C:6]=1[CH2:11][CH2:10][CH2:9][CH2:8]2)([CH3:4])[CH3:3]. (2) Given the reactants [OH-].[Na+].OO.[F:5][C:6]1[CH:11]=[CH:10][C:9]([C:12]2[N:13]=[C:14]([CH:52]([CH3:54])[CH3:53])[N:15]([CH2:30][CH2:31][C@H:32]3[O:37]B(C4C=CC=CC=4)[O:35][C@@H:34]([CH2:44][C:45]([O:47]C(C)(C)C)=[O:46])[CH2:33]3)[C:16]=2[C:17]2[CH:22]=[CH:21][N:20]=[C:19]([NH:23][C:24]3[CH:29]=[CH:28][CH:27]=[CH:26][CH:25]=3)[N:18]=2)=[CH:8][CH:7]=1, predict the reaction product. The product is: [F:5][C:6]1[CH:7]=[CH:8][C:9]([C:12]2[N:13]=[C:14]([CH:52]([CH3:54])[CH3:53])[N:15]([CH2:30][CH2:31][C@@H:32]([OH:37])[CH2:33][C@@H:34]([OH:35])[CH2:44][C:45]([OH:47])=[O:46])[C:16]=2[C:17]2[CH:22]=[CH:21][N:20]=[C:19]([NH:23][C:24]3[CH:29]=[CH:28][CH:27]=[CH:26][CH:25]=3)[N:18]=2)=[CH:10][CH:11]=1. (3) Given the reactants C1CCN2C(=NCCC2)CC1.C([NH:29][CH:30]([C:60]1[CH:65]=[CH:64][C:63]([O:66][CH2:67][CH2:68][CH2:69][CH2:70][CH2:71][CH2:72][CH2:73][CH2:74][CH2:75][CH2:76][CH2:77][CH2:78][CH2:79][CH2:80][CH2:81][CH2:82][CH2:83][CH2:84][CH2:85][CH2:86][CH2:87][CH3:88])=[CH:62][CH:61]=1)[C:31]1[CH:36]=[CH:35][C:34]([O:37][CH2:38][CH2:39][CH2:40][CH2:41][CH2:42][CH2:43][CH2:44][CH2:45][CH2:46][CH2:47][CH2:48][CH2:49][CH2:50][CH2:51][CH2:52][CH2:53][CH2:54][CH2:55][CH2:56][CH2:57][CH2:58][CH3:59])=[CH:33][CH:32]=1)(OCC1C2C(=CC=CC=2)C2C1=CC=CC=2)=O.Cl, predict the reaction product. The product is: [CH2:38]([O:37][C:34]1[CH:33]=[CH:32][C:31]([CH:30]([NH2:29])[C:60]2[CH:65]=[CH:64][C:63]([O:66][CH2:67][CH2:68][CH2:69][CH2:70][CH2:71][CH2:72][CH2:73][CH2:74][CH2:75][CH2:76][CH2:77][CH2:78][CH2:79][CH2:80][CH2:81][CH2:82][CH2:83][CH2:84][CH2:85][CH2:86][CH2:87][CH3:88])=[CH:62][CH:61]=2)=[CH:36][CH:35]=1)[CH2:39][CH2:40][CH2:41][CH2:42][CH2:43][CH2:44][CH2:45][CH2:46][CH2:47][CH2:48][CH2:49][CH2:50][CH2:51][CH2:52][CH2:53][CH2:54][CH2:55][CH2:56][CH2:57][CH2:58][CH3:59]. (4) The product is: [CH2:1]([N:8]([C:9]1[CH:17]=[CH:16][C:12]([C:13]([N:31]2[CH2:32][CH2:33][N:28]([CH3:27])[CH2:29][CH2:30]2)=[O:14])=[CH:11][CH:10]=1)[S:18]([C:21]1[N:22]=[CH:23][N:24]([CH3:26])[CH:25]=1)(=[O:19])=[O:20])[C:2]1[CH:7]=[CH:6][CH:5]=[CH:4][CH:3]=1. Given the reactants [CH2:1]([N:8]([S:18]([C:21]1[N:22]=[CH:23][N:24]([CH3:26])[CH:25]=1)(=[O:20])=[O:19])[C:9]1[CH:17]=[CH:16][C:12]([C:13](O)=[O:14])=[CH:11][CH:10]=1)[C:2]1[CH:7]=[CH:6][CH:5]=[CH:4][CH:3]=1.[CH3:27][N:28]1[CH2:33][CH2:32][NH:31][CH2:30][CH2:29]1.C(N(CC)CC)C.F[P-](F)(F)(F)(F)F.N1(OC(N(C)C)=[N+](C)C)C2N=CC=CC=2N=N1, predict the reaction product. (5) Given the reactants [NH2:1][C:2]1[S:3][CH:4]=[C:5]([CH2:7][C:8]([N:10]2[CH2:15][CH2:14][N:13]([CH2:16][C:17](=[O:23])[N:18]3[CH2:22][CH2:21][CH2:20][CH2:19]3)[CH2:12][CH2:11]2)=[O:9])[N:6]=1.[CH3:24][C:25]1[S:29][C:28]([C:30](O)=[O:31])=[CH:27][CH:26]=1, predict the reaction product. The product is: [O:9]=[C:8]([N:10]1[CH2:15][CH2:14][N:13]([CH2:16][C:17](=[O:23])[N:18]2[CH2:19][CH2:20][CH2:21][CH2:22]2)[CH2:12][CH2:11]1)[CH2:7][C:5]1[N:6]=[C:2]([NH:1][C:30]([C:28]2[S:29][C:25]([CH3:24])=[CH:26][CH:27]=2)=[O:31])[S:3][CH:4]=1.